From a dataset of Catalyst prediction with 721,799 reactions and 888 catalyst types from USPTO. Predict which catalyst facilitates the given reaction. (1) Reactant: [O:1]1[CH2:5][CH2:4][C:3](=[N:6][NH:7][C:8]([O:10][CH2:11][C:12]2[CH:17]=[CH:16][CH:15]=[CH:14][CH:13]=2)=[O:9])[CH2:2]1.C(O)(=O)C.C([BH3-])#N.[Na+].[OH-].[Na+]. Product: [O:1]1[CH2:5][CH2:4][CH:3]([NH:6][NH:7][C:8]([O:10][CH2:11][C:12]2[CH:17]=[CH:16][CH:15]=[CH:14][CH:13]=2)=[O:9])[CH2:2]1. The catalyst class is: 6. (2) Reactant: [C:1]([O:5][C:6]([NH:8][C@@H:9]([CH2:21][O:22][S:23]([CH3:26])(=[O:25])=[O:24])[CH2:10][C:11]([O:13][CH2:14][C:15]1[CH:20]=[CH:19][CH:18]=[CH:17][CH:16]=1)=[O:12])=[O:7])([CH3:4])([CH3:3])[CH3:2].[N:27]([CH3:30])([CH3:29])[CH3:28]. Product: [CH3:26][S:23]([O-:25])(=[O:24])=[O:22].[CH2:14]([O:13][C:11](=[O:12])[CH2:10][C@@H:9]([NH:8][C:6]([O:5][C:1]([CH3:4])([CH3:3])[CH3:2])=[O:7])[CH2:21][N+:27]([CH3:30])([CH3:29])[CH3:28])[C:15]1[CH:20]=[CH:19][CH:18]=[CH:17][CH:16]=1. The catalyst class is: 14. (3) Reactant: [CH2:1]([NH:9][C:10]([C@H:12]1[CH2:17][CH2:16][CH2:15][CH2:14][NH:13]1)=[O:11])[CH2:2][CH2:3][CH2:4][CH2:5][CH2:6][CH2:7][CH3:8].C(N(CC)CC)C.[C:25](Cl)(=[O:33])[CH2:26][CH2:27][CH2:28][CH2:29][CH2:30][CH2:31][CH3:32].C(=O)(O)[O-].[Na+]. Product: [CH2:1]([NH:9][C:10]([C@H:12]1[CH2:17][CH2:16][CH2:15][CH2:14][N:13]1[C:25](=[O:33])[CH2:26][CH2:27][CH2:28][CH2:29][CH2:30][CH2:31][CH3:32])=[O:11])[CH2:2][CH2:3][CH2:4][CH2:5][CH2:6][CH2:7][CH3:8]. The catalyst class is: 2. (4) Reactant: [C:1]([O:5][C:6](=[O:49])[N:7]([CH2:38][CH2:39][CH2:40][NH:41][C:42]([O:44][C:45]([CH3:48])([CH3:47])[CH3:46])=[O:43])[CH2:8][CH2:9][CH2:10][CH2:11][N:12]([C:31]([O:33][C:34]([CH3:37])([CH3:36])[CH3:35])=[O:32])[CH2:13][CH2:14][CH2:15][NH:16][CH2:17][CH2:18][CH2:19][N:20]1[C:28](=[O:29])[C:27]2[C:22](=[CH:23][CH:24]=[CH:25][CH:26]=2)[C:21]1=[O:30])([CH3:4])([CH3:3])[CH3:2].[O:50](C(OC(C)(C)C)=O)[C:51]([O:53][C:54]([CH3:57])([CH3:56])[CH3:55])=O.O. Product: [C:54]([O:53][C:51](=[O:50])[N:16]([CH2:15][CH2:14][CH2:13][N:12]([C:31]([O:33][C:34]([CH3:36])([CH3:37])[CH3:35])=[O:32])[CH2:11][CH2:10][CH2:9][CH2:8][N:7]([C:6]([O:5][C:1]([CH3:2])([CH3:3])[CH3:4])=[O:49])[CH2:38][CH2:39][CH2:40][NH:41][C:42]([O:44][C:45]([CH3:48])([CH3:47])[CH3:46])=[O:43])[CH2:17][CH2:18][CH2:19][N:20]1[C:21](=[O:30])[C:22]2[C:27](=[CH:26][CH:25]=[CH:24][CH:23]=2)[C:28]1=[O:29])([CH3:57])([CH3:56])[CH3:55]. The catalyst class is: 1. (5) Reactant: C([O:3][P:4]([C:9]([C:12]1[CH:17]=[CH:16][C:15]([CH2:18][N:19]([CH2:21][C:22]2[CH:27]=[CH:26][C:25]([C:28]([P:31]([O:36]CC)([O:33]CC)=[O:32])([F:30])[F:29])=[CH:24][CH:23]=2)[CH3:20])=[CH:14][CH:13]=1)([F:11])[F:10])(=[O:8])[O:5]CC)C.I[Si](C)(C)C. Product: [F:11][C:9]([F:10])([P:4]([OH:5])([OH:8])=[O:3])[C:12]1[CH:17]=[CH:16][C:15]([CH2:18][N:19]([CH2:21][C:22]2[CH:27]=[CH:26][C:25]([C:28]([P:31](=[O:32])([OH:33])[OH:36])([F:30])[F:29])=[CH:24][CH:23]=2)[CH3:20])=[CH:14][CH:13]=1. The catalyst class is: 2. (6) Reactant: [CH2:1]([O:3][C:4](=[O:16])[CH:5]=[C:6]1[CH2:11][CH2:10][N:9]([C:12]([CH3:15])([CH3:14])[CH3:13])[CH2:8][CH2:7]1)[CH3:2].[H][H]. Product: [CH2:1]([O:3][C:4](=[O:16])[CH2:5][CH:6]1[CH2:7][CH2:8][N:9]([C:12]([CH3:15])([CH3:14])[CH3:13])[CH2:10][CH2:11]1)[CH3:2]. The catalyst class is: 8. (7) Reactant: [F:1][C:2]1[CH:3]=[C:4]([CH:7]=[CH:8][C:9]=1F)[CH:5]=[O:6].[OH:11][C:12]1[CH:13]=[C:14]([C:18]([F:21])([F:20])[F:19])[CH:15]=[CH:16][CH:17]=1.C(=O)([O-])[O-].[K+].[K+].O. Product: [F:1][C:2]1[CH:3]=[C:4]([CH:7]=[CH:8][C:9]=1[O:11][C:12]1[CH:17]=[CH:16][CH:15]=[C:14]([C:18]([F:19])([F:20])[F:21])[CH:13]=1)[CH:5]=[O:6]. The catalyst class is: 37. (8) Reactant: F[C:2]1[C:3]([N+:12]([O-:14])=[O:13])=[C:4]([CH:9]=[CH:10][CH:11]=1)[C:5]([O:7][CH3:8])=[O:6].[F:15][C:16]1[CH:21]=[CH:20][C:19]([OH:22])=[CH:18][CH:17]=1.C(=O)([O-])[O-].[K+].[K+].CN(C=O)C. Product: [F:15][C:16]1[CH:21]=[CH:20][C:19]([O:22][C:2]2[C:3]([N+:12]([O-:14])=[O:13])=[C:4]([CH:9]=[CH:10][CH:11]=2)[C:5]([O:7][CH3:8])=[O:6])=[CH:18][CH:17]=1. The catalyst class is: 6. (9) Reactant: [CH3:1][O:2][C:3]1[C:4]([N+:16]([O-:18])=[O:17])=[C:5]([CH:9]=[C:10]([O:14][CH3:15])[C:11]=1[O:12][CH3:13])[C:6]([OH:8])=O.C(Cl)(=O)C(Cl)=O.[NH2:25][C:26]1[CH:31]=[CH:30][C:29]([Br:32])=[CH:28][N:27]=1.N1C=CC=CC=1. Product: [Br:32][C:29]1[CH:30]=[CH:31][C:26]([NH:25][C:6]([C:5]2[CH:9]=[C:10]([O:14][CH3:15])[C:11]([O:12][CH3:13])=[C:3]([O:2][CH3:1])[C:4]=2[N+:16]([O-:18])=[O:17])=[O:8])=[N:27][CH:28]=1. The catalyst class is: 120.